Task: Predict the reaction yield, written as a fraction of the theoretical maximum amount of product (1.0 means a 100% yield; for example, 0.34 means a 34% yield).. Dataset: Reaction yield outcomes from USPTO patents with 853,638 reactions (1) The reactants are [C:1]1([C:7]2[S:8][C:9]([CH:12]([C:14]3[CH:19]=[C:18]([O:20][CH3:21])[C:17]([O:22][CH3:23])=[C:16]([O:24][CH3:25])[CH:15]=3)[OH:13])=[CH:10][N:11]=2)[CH:6]=[CH:5][CH:4]=[CH:3][CH:2]=1.CC(OI1(OC(C)=O)(OC(C)=O)OC(=O)C2C=CC=CC1=2)=O. The catalyst is C(Cl)Cl. The product is [C:1]1([C:7]2[S:8][C:9]([C:12]([C:14]3[CH:19]=[C:18]([O:20][CH3:21])[C:17]([O:22][CH3:23])=[C:16]([O:24][CH3:25])[CH:15]=3)=[O:13])=[CH:10][N:11]=2)[CH:6]=[CH:5][CH:4]=[CH:3][CH:2]=1. The yield is 0.801. (2) The reactants are [F:1][C:2]1([F:27])[CH2:7][O:6][C:5]([NH2:8])=[N:4][C@:3]1([CH3:26])[C:9]1[CH:10]=[N:11][N:12]([C:14]2[CH:19]=[CH:18][CH:17]=[C:16]([C:20]#[C:21][Si](C)(C)C)[CH:15]=2)[CH:13]=1.C[O-].[Na+].C(=O)=O. The catalyst is CO.O.ClCCl. The product is [C:20]([C:16]1[CH:15]=[C:14]([N:12]2[CH:13]=[C:9]([C@:3]3([CH3:26])[C:2]([F:1])([F:27])[CH2:7][O:6][C:5]([NH2:8])=[N:4]3)[CH:10]=[N:11]2)[CH:19]=[CH:18][CH:17]=1)#[CH:21]. The yield is 0.520. (3) The reactants are C(=O)([O-])[O-].[K+].[K+].[OH:7][C:8]1[CH:12]=[C:11]([CH3:13])[NH:10][N:9]=1.F[C:15]1[CH:22]=[CH:21][C:18]([C:19]#[N:20])=[CH:17][C:16]=1[C:23]([F:26])([F:25])[F:24].Cl. The catalyst is CN(C=O)C. The product is [C:19]([C:18]1[CH:21]=[CH:22][C:15]([O:7][C:8]2[CH:12]=[C:11]([CH3:13])[NH:10][N:9]=2)=[C:16]([C:23]([F:24])([F:25])[F:26])[CH:17]=1)#[N:20]. The yield is 0.424. (4) The reactants are [B:10]1([B:10]2[O:14][C:13]([CH3:16])([CH3:15])[C:12]([CH3:18])([CH3:17])[O:11]2)[O:14][C:13]([CH3:16])([CH3:15])[C:12]([CH3:18])([CH3:17])[O:11]1.CC([O-])=O.[K+].FC(F)(F)S(O[C:30]1[CH2:31][CH2:32][N:33]([C:36]([O:38][C:39]([CH3:42])([CH3:41])[CH3:40])=[O:37])[CH2:34][CH:35]=1)(=O)=O. The catalyst is O1CCOCC1.C1C=CC(P(C2C=CC=CC=2)[C-]2C=CC=C2)=CC=1.C1C=CC(P(C2C=CC=CC=2)[C-]2C=CC=C2)=CC=1.[Fe+2]. The product is [CH3:16][C:13]1([CH3:15])[C:12]([CH3:17])([CH3:18])[O:11][B:10]([C:30]2[CH2:35][CH2:34][N:33]([C:36]([O:38][C:39]([CH3:42])([CH3:41])[CH3:40])=[O:37])[CH2:32][CH:31]=2)[O:14]1. The yield is 0.760. (5) The reactants are [OH-].[K+].[F:3][C:4]([F:17])([F:16])[C:5]1[C:14]2[C:9](=[CH:10][CH:11]=[CH:12][CH:13]=2)[NH:8][C:7](=[O:15])[CH:6]=1.[CH3:18]I.[NH4+].[Cl-]. The catalyst is CN(C=O)C.CCOC(C)=O. The product is [CH3:18][N:8]1[C:9]2[C:14](=[CH:13][CH:12]=[CH:11][CH:10]=2)[C:5]([C:4]([F:3])([F:16])[F:17])=[CH:6][C:7]1=[O:15]. The yield is 0.940. (6) The reactants are Br[C:2]1[CH:7]=[CH:6][C:5]([C:8]2[CH:13]=[CH:12][CH:11]=[CH:10][C:9]=2[NH:14][S:15]([CH:18]([CH3:20])[CH3:19])(=[O:17])=[O:16])=[CH:4][CH:3]=1.[B:21]1([B:21]2[O:25][C:24]([CH3:27])([CH3:26])[C:23]([CH3:29])([CH3:28])[O:22]2)[O:25][C:24]([CH3:27])([CH3:26])[C:23]([CH3:29])([CH3:28])[O:22]1.ClCCl.C([O-])(=O)C.[K+]. The catalyst is CS(C)=O.O. The product is [CH3:28][C:23]1([CH3:29])[C:24]([CH3:27])([CH3:26])[O:25][B:21]([C:2]2[CH:7]=[CH:6][C:5]([C:8]3[CH:13]=[CH:12][CH:11]=[CH:10][C:9]=3[NH:14][S:15]([CH:18]([CH3:20])[CH3:19])(=[O:17])=[O:16])=[CH:4][CH:3]=2)[O:22]1. The yield is 0.900. (7) The reactants are I[C:2]1[CH:6]=[C:5]([C:7]#[C:8][CH:9]([CH3:11])[CH3:10])[S:4][C:3]=1[C:12]([O:14][CH3:15])=[O:13].[NH2:16][CH:17]([CH2:21][O:22][CH3:23])[C:18]([OH:20])=[O:19].C([O-])([O-])=O.[K+].[K+].N1CCC[C@H]1C(O)=O. The catalyst is CS(C)=O.[Cu]I. The product is [CH3:23][O:22][CH2:21][CH:17]([NH:16][C:2]1[CH:6]=[C:5]([C:7]#[C:8][CH:9]([CH3:11])[CH3:10])[S:4][C:3]=1[C:12]([O:14][CH3:15])=[O:13])[C:18]([OH:20])=[O:19]. The yield is 0.260.